From a dataset of Experimentally validated miRNA-target interactions with 360,000+ pairs, plus equal number of negative samples. Binary Classification. Given a miRNA mature sequence and a target amino acid sequence, predict their likelihood of interaction. (1) The miRNA is hsa-miR-127-3p with sequence UCGGAUCCGUCUGAGCUUGGCU. The protein sequence of the target gene is MRSEFWFPSMGSLLPPVLLLWLLSCPRLQLGHAQDPAMVHLPGGRFLMGTDAPDGRDGEGPAREVTVKPFAIDIFPVTNKDFREFVREKKYQTEAEAFGWSFVFEDFVSPELRKQENLMPAVHWWQPVPKAFWRQPAGPGSGIREKLELPVVHVSWNDAGAYCAWRGRRLPTEEEWEFAARGGLKGQVYPWGNRFQPNRTNLWQGKFPKGDKAEDGFHGLSPVNAFPPQNNYGLYDLMGNVWEWTASTYQPAGQDMRVLRGASWIDTADGSANHRARVTTRMGNTPDSASDNLGFRCASS.... Result: 0 (no interaction). (2) The miRNA is hsa-miR-5582-3p with sequence UAAAACUUUAAGUGUGCCUAGG. The protein sequence of the target gene is MQPPGPPPAYAPTNGDFTFVSSADAEDLSGSIASPDVKLNLGGDFIKESTATTFLRQRGYGWLLEVEDDDPEDNKPLLEELDIDLKDIYYKIRCVLMPMPSLGFNRQVVRDNPDFWGPLAVVLFFSMISLYGQFRVVSWIITIWIFGSLTIFLLARVLGGEVAYGQVLGVIGYSLLPLIVIAPVLLVVGSFEVVSTLIKLFGVFWAAYSAASLLVGEEFKTKKPLLIYPIFLLYIYFLSLYTGV. Result: 0 (no interaction). (3) The miRNA is mmu-miR-495-3p with sequence AAACAAACAUGGUGCACUUCUU. The protein sequence of the target gene is MAPSPLAWLLRLAAFFHLCTLLPGQHLGMTKCEIMCDKMTSRIPVALLIRYQLNQESCGKRAIVLETTQHRRFCADPKEKWVQDAMKHLDHQAAALTKNGGKFEKRVDNVTPGITLATRGLSPSALTKPESATLEDLALELTTISQEARGTMGTSQEPPAAVTGSSLSTSEAQDAGLTAKPQSIGSFEAADISTTVWPSPAVYQSGSSSWAEEKATESPSTTAPSPQVSTTSPSTPEENVGSEGQPPWVQGQDLSPEKSLGSEEINPVHTDNFQERGPGNTVHPSVAPISSEETPSPELV.... Result: 0 (no interaction).